Dataset: Forward reaction prediction with 1.9M reactions from USPTO patents (1976-2016). Task: Predict the product of the given reaction. (1) The product is: [CH:1]12[CH2:7][CH:4]([CH:5]=[CH:6]1)[CH2:3][CH:2]2[NH:8][C:9](=[S:10])[NH:20][NH:19][C:17]([C:14]1[S:13][C:12]([CH3:11])=[N:16][CH:15]=1)=[O:18]. Given the reactants [CH:1]12[CH2:7][CH:4]([CH:5]=[CH:6]1)[CH2:3][CH:2]2[N:8]=[C:9]=[S:10].[CH3:11][C:12]1[S:13][C:14]([C:17]([NH:19][NH2:20])=[O:18])=[CH:15][N:16]=1, predict the reaction product. (2) Given the reactants C(Cl)(Cl)Cl.[C:5]([O-])([O-])=[O:6].[K+].[K+].[Cl:11][C:12]1[C:17]([C:18]([F:21])([F:20])[F:19])=[CH:16][CH:15]=[CH:14][C:13]=1[OH:22].Cl, predict the reaction product. The product is: [Cl:11][C:12]1[C:17]([C:18]([F:20])([F:21])[F:19])=[C:16]([CH:15]=[CH:14][C:13]=1[OH:22])[CH:5]=[O:6].